Dataset: Full USPTO retrosynthesis dataset with 1.9M reactions from patents (1976-2016). Task: Predict the reactants needed to synthesize the given product. (1) Given the product [C:1]([C:5]1[O:6][C:7]([C:21]2[CH:26]=[CH:25][C:24]([N:27]3[CH2:32][CH2:31][S:30](=[NH:34])(=[O:33])[CH2:29][CH2:28]3)=[CH:23][CH:22]=2)=[C:8]([C@@H:10]2[CH2:15][CH2:14][C@H:13]([F:16])[CH2:12][C@H:11]2[C:17]([OH:19])=[O:18])[N:9]=1)([CH3:4])([CH3:2])[CH3:3], predict the reactants needed to synthesize it. The reactants are: [C:1]([C:5]1[O:6][C:7]([C:21]2[CH:26]=[CH:25][C:24]([N:27]3[CH2:32][CH2:31][S:30](=[NH:34])(=[O:33])[CH2:29][CH2:28]3)=[CH:23][CH:22]=2)=[C:8]([C@@H:10]2[CH2:15][CH2:14][C@H:13]([F:16])[CH2:12][C@H:11]2[C:17]([O:19]C)=[O:18])[N:9]=1)([CH3:4])([CH3:3])[CH3:2].CO.[OH-].[Na+].Cl. (2) Given the product [CH3:8][C:7]1[CH:6]=[C:5]([CH3:9])[N:4]=[C:3]([NH:10][C:11]2[CH:16]=[CH:15][C:14]([CH2:17][CH2:18][NH:19][C:20]([NH:22][S:23]([C:26]3[CH:27]=[CH:28][C:29]([CH3:32])=[CH:30][CH:31]=3)(=[O:25])=[O:24])=[O:21])=[CH:13][CH:12]=2)[C:2]=1[NH:1][C:35]([NH:34][CH3:33])=[S:36], predict the reactants needed to synthesize it. The reactants are: [NH2:1][C:2]1[C:3]([NH:10][C:11]2[CH:16]=[CH:15][C:14]([CH2:17][CH2:18][NH:19][C:20]([NH:22][S:23]([C:26]3[CH:31]=[CH:30][C:29]([CH3:32])=[CH:28][CH:27]=3)(=[O:25])=[O:24])=[O:21])=[CH:13][CH:12]=2)=[N:4][C:5]([CH3:9])=[CH:6][C:7]=1[CH3:8].[CH3:33][N:34]=[C:35]=[S:36]. (3) The reactants are: [N:1]([CH:4]([CH:6]1[CH2:10][CH2:9][N:8]([C:11]2[CH:16]=[CH:15][C:14]([Cl:17])=[CH:13][C:12]=2[N+:18]([O-:20])=[O:19])[CH2:7]1)[CH3:5])=[N+]=[N-].C1(P(C2C=CC=CC=2)C2C=CC=CC=2)C=CC=CC=1.O. Given the product [Cl:17][C:14]1[CH:15]=[CH:16][C:11]([N:8]2[CH2:9][CH2:10][CH:6]([CH:4]([NH2:1])[CH3:5])[CH2:7]2)=[C:12]([N+:18]([O-:20])=[O:19])[CH:13]=1, predict the reactants needed to synthesize it. (4) Given the product [CH2:1]([O:8][C:9]1[CH:10]=[C:11]([C:13]2[CH:18]=[CH:17][C:16]([O:19][CH3:20])=[CH:15][CH:14]=2)[N:26]([CH:23]([CH3:25])[CH3:24])[N:27]=1)[C:2]1[CH:7]=[CH:6][CH:5]=[CH:4][CH:3]=1, predict the reactants needed to synthesize it. The reactants are: [CH2:1]([O:8][C:9](=S)[CH2:10][C:11]([C:13]1[CH:18]=[CH:17][C:16]([O:19][CH3:20])=[CH:15][CH:14]=1)=O)[C:2]1[CH:7]=[CH:6][CH:5]=[CH:4][CH:3]=1.Cl.[CH:23]([NH:26][NH2:27])([CH3:25])[CH3:24].C(N(CC)CC)C.O. (5) Given the product [CH3:22][C:23](=[N:1][N:3]1[CH2:8][CH:7]([C:9]2[CH:14]=[CH:13][N:12]=[CH:11][CH:10]=2)[S:6][C:5]2[CH:15]=[CH:16][CH:17]=[CH:18][C:4]1=2)[CH3:25], predict the reactants needed to synthesize it. The reactants are: [N:1]([N:3]1[CH2:8][CH:7]([C:9]2[CH:14]=[CH:13][N:12]=[CH:11][CH:10]=2)[S:6][C:5]2[CH:15]=[CH:16][CH:17]=[CH:18][C:4]1=2)=O.[Cl-].[NH4+].O.[CH3:22][C:23]([CH3:25])=O. (6) The reactants are: [F:1][C:2]1[CH:11]=[CH:10][CH:9]=[C:8]([F:12])[C:3]=1[CH2:4][N:5]=[N+:6]=[N-:7].Cl[C:14](=[CH2:18])[C:15]([NH2:17])=[O:16]. Given the product [CH:10]1[CH:9]=[C:8]([F:12])[C:3]([CH2:4][N:5]2[N:6]=[N:7][C:14]([C:15]([NH2:17])=[O:16])=[CH:18]2)=[C:2]([F:1])[CH:11]=1, predict the reactants needed to synthesize it. (7) Given the product [ClH:48].[F:11][C:9]([F:10])([F:12])[C:7]1[CH:6]=[C:5]([C:13]([CH3:45])([CH3:44])[C:14]([N:16]([C:18]2[CH:19]=[N:20][C:21]([N:32]3[C@H:41]([CH2:42][OH:43])[CH2:40][N:39]4[C@H:34]([CH2:35][O:36][CH2:37][CH2:38]4)[CH2:33]3)=[CH:22][C:23]=2[C:24]2[CH:29]=[CH:28][C:27]([F:30])=[CH:26][C:25]=2[CH3:31])[CH3:17])=[O:15])[CH:4]=[C:3]([C:2]([F:1])([F:47])[F:46])[CH:8]=1, predict the reactants needed to synthesize it. The reactants are: [F:1][C:2]([F:47])([F:46])[C:3]1[CH:4]=[C:5]([C:13]([CH3:45])([CH3:44])[C:14]([N:16]([C:18]2[CH:19]=[N:20][C:21]([N:32]3[C@H:41]([CH2:42][OH:43])[CH2:40][N:39]4[C@H:34]([CH2:35][O:36][CH2:37][CH2:38]4)[CH2:33]3)=[CH:22][C:23]=2[C:24]2[CH:29]=[CH:28][C:27]([F:30])=[CH:26][C:25]=2[CH3:31])[CH3:17])=[O:15])[CH:6]=[C:7]([C:9]([F:12])([F:11])[F:10])[CH:8]=1.[ClH:48]. (8) Given the product [CH2:37]([C@H:9]([NH:8][C:6](=[O:7])[O:5][C:1]([CH3:2])([CH3:3])[CH3:4])[C@@H:10]([OH:29])[CH2:11][C@@H:12]([NH:63][C:66]([O:72][C:68]([CH3:71])([CH3:70])[CH3:69])=[O:51])[CH2:16][C:17]1[CH:18]=[CH:19][C:20]([C:23]2[CH:28]=[CH:27][CH:26]=[CH:25][N:24]=2)=[CH:21][CH:22]=1)[C:38]1[CH:39]=[CH:40][CH:41]=[CH:42][CH:43]=1, predict the reactants needed to synthesize it. The reactants are: [C:1]([O:5][C:6]([NH:8][C@@H:9]([CH2:37][C:38]1[CH:43]=[CH:42][CH:41]=[CH:40][CH:39]=1)[C@@H:10]([O:29][Si](C(C)(C)C)(C)C)[CH2:11][CH:12]([CH2:16][C:17]1[CH:22]=[CH:21][C:20]([C:23]2[CH:28]=[CH:27][CH:26]=[CH:25][N:24]=2)=[CH:19][CH:18]=1)C(O)=O)=[O:7])([CH3:4])([CH3:3])[CH3:2].C1C=CC(P(N=[N+]=[N-])(C2C=CC=CC=2)=[O:51])=CC=1.C([N:63]([CH2:66]C)CC)C.[C:68]([OH:72])([CH3:71])([CH3:70])[CH3:69]. (9) Given the product [Cl:15][CH2:14][CH2:13][O:12][C:9]1[CH:10]=[C:11]2[C:6](=[CH:7][C:8]=1[O:16][CH3:17])[N:5]=[CH:4][N:3]=[C:2]2[NH:18][C:19]1[C:24]([Cl:25])=[CH:23][N:22]=[C:21]2[O:26][CH2:27][O:28][C:20]=12, predict the reactants needed to synthesize it. The reactants are: Cl[C:2]1[C:11]2[C:6](=[CH:7][C:8]([O:16][CH3:17])=[C:9]([O:12][CH2:13][CH2:14][Cl:15])[CH:10]=2)[N:5]=[CH:4][N:3]=1.[NH2:18][C:19]1[C:24]([Cl:25])=[CH:23][N:22]=[C:21]2[O:26][CH2:27][O:28][C:20]=12. (10) Given the product [F:10][C:11]1[CH:18]=[CH:17][C:14]([CH2:15][N:5]2[CH:6]=[CH:7][CH:8]=[CH:9][C:4]2=[O:3])=[CH:13][CH:12]=1, predict the reactants needed to synthesize it. The reactants are: [H-].[Na+].[OH:3][C:4]1[CH:9]=[CH:8][CH:7]=[CH:6][N:5]=1.[F:10][C:11]1[CH:18]=[CH:17][C:14]([CH2:15]Br)=[CH:13][CH:12]=1.